Dataset: Reaction yield outcomes from USPTO patents with 853,638 reactions. Task: Predict the reaction yield, written as a fraction of the theoretical maximum amount of product (1.0 means a 100% yield; for example, 0.34 means a 34% yield). The reactants are [H-].[Na+].[CH2:3]([OH:10])[C:4]1[CH:9]=[CH:8][CH:7]=[CH:6][CH:5]=1.[Br:11][C:12]1[CH:17]=[C:16](F)[CH:15]=[C:14]([Br:19])[CH:13]=1. The yield is 0.750. The product is [Br:11][C:12]1[CH:17]=[C:16]([O:10][CH2:3][C:4]2[CH:9]=[CH:8][CH:7]=[CH:6][CH:5]=2)[CH:15]=[C:14]([Br:19])[CH:13]=1. The catalyst is C1COCC1.